Dataset: HIV replication inhibition screening data with 41,000+ compounds from the AIDS Antiviral Screen. Task: Binary Classification. Given a drug SMILES string, predict its activity (active/inactive) in a high-throughput screening assay against a specified biological target. (1) The drug is CC(=O)ON(OC(C)=O)c1ccc(C)cc1. The result is 0 (inactive). (2) The compound is CC1CCN(SSc2nc3ccccc3s2)CC1. The result is 1 (active). (3) The result is 0 (inactive). The molecule is N#CC(C#N)C1CN2CCC1CC2.